From a dataset of Experimentally validated miRNA-target interactions with 360,000+ pairs, plus equal number of negative samples. Binary Classification. Given a miRNA mature sequence and a target amino acid sequence, predict their likelihood of interaction. (1) The miRNA is hsa-miR-6732-3p with sequence UAACCCUGUCCUCUCCCUCCCAG. The protein sequence of the target gene is MFYFRGCGRWVAVSFTKQQFPLARLSSDSAAPRTPHFDVIVIGGGHAGTEAATAAARCGSRTLLLTHRVDTIGQMSCNPSFGGIGKGHLMREVDALDGLCSRICDQSGVHYKVLNRRKGPAVWGLRAQIDRKLYKQNMQKEILNTPLLTVQEGAVEDLILTEPEPEHTGKCRVSGVVLVDGSTVYAESVILTTGTFLRGMIVIGLETHPAGRLGDQPSIGLAQTLEKLGFVVGRLKTGTPPRIAKESINFSILNKHIPDNPSIPFSFTNETVWIKPEDQLPCYLTHTNPRVDEIVLKNLH.... Result: 0 (no interaction). (2) The protein sequence of the target gene is MAASEDGSGCLVSRGRSQSDPSVLTDSSATSSADAGENPDEMDQTPPARPEYLVSGIRTPPVRRNSKLATLGRIFKPWKWRKKKNEKLKQTTSALEKKMAGRQGREELIKKGLLEMMEQDAESKTCNPDGGPRSVQSEPPTPKSETLTSEDAQPGSPLATGTDQVSLDKPLSSAAHLDDAAKMPSASSGEEADAGSLLPTTNELSQALAGADSLDSPPRPLERSVGQLPSPPLLPTPPPKASSKTTKNVTGQATLFQASSMKSADPSLRGQLSTPTGSPHLTTVHRPLPPSRVIEELHRA.... The miRNA is hsa-miR-4651 with sequence CGGGGUGGGUGAGGUCGGGC. Result: 0 (no interaction). (3) The miRNA is hsa-miR-548z with sequence CAAAAACCGCAAUUACUUUUGCA. The protein sequence of the target gene is MPKYYEDKPQGGACAGLKEDLGACLLQSDCVVQEGKSPRQCLKEGYCNSLKYAFFECKRSVLDNRARFRGRKGY. Result: 0 (no interaction). (4) The miRNA is hsa-miR-6730-3p with sequence CCUGACACCCCAUCUGCCCUCA. The protein sequence of the target gene is MPLIYMNIMLAFTISLLGMLVYRSHLMSSLLCLEGMMLSLFIMATLMTLNTHSLLANIVPIAMLVFAACEAAVGLALLVSISNTYGLDYVHNLNLLQC. Result: 0 (no interaction). (5) The miRNA is hsa-miR-6867-3p with sequence CUCUCCCUCUUUACCCACUAG. The protein sequence of the target gene is MSLGSELFRDVAIVFSQEEWQWLAPAQRDLYRDVMLETYSNLVSLGLAVSKPDVISFLEQGKEPWMVERVVSGGLCPVLESRYDTKELFPKQHVYEVESPQWEIMESLTSYGLECSSFQDDWECRNQFDRQQGNPDRHFHQMIIRHEEMPTFDQHASLTFYQKIHTREKPFGYNKCRKDFWQKELLINHQGIYTNEKPYKCKECGKAFKYGSRLIQHENIHSGKKPYECKECGKAFNSGSNFIQHQRVHTGEKPYECKDCEKAFSRSSQLIEHQRTHTGEKPYQCKECGKAFNRISHLKV.... Result: 1 (interaction). (6) The miRNA is mmu-miR-467f with sequence AUAUACACACACACACCUACA. The protein sequence of the target gene is MGRTRKANVCRRLSRRALGFYARDAGVVQRTNLGILRALVCQESTKFKNVWTTHSKSPIAYERGRIYFDNYRCCVSSVASEPRKLYEMPKCSKSEKIEDALLWECPVGDILPDPSDYKSSLIALTAHNWLLRISATTGEVLEKIYLASYCKFRYLSWDTPQEVIAVKSAQNKGSAAARQAGTSPPVLLYLAVFRVLPFSLVGILEINKKVFENVTDATLSHGILIVMYSSGLVRLYSFQAIIEQFMQQKLDLGCACSQGGTTGTVGEAPFGIPCNVKITDSPPPLFEVSSLENAFQIGGH.... Result: 1 (interaction). (7) The miRNA is hsa-miR-4634 with sequence CGGCGCGACCGGCCCGGGG. The protein sequence of the target gene is MTTEVGSASEVKKGSDQAGADASKEKAKEVENEQTPVSEPEEEKGSQPGPPVERQSTPRLRKRGKDPSENRGISRFIPPWLKKQRSYNLVVAKDGGDKKEPTQADVEDQILGKEESLPEEESRAKGDAEEMAQRKHLEVQVEVREAKPALKSSVETQPAEEVRKDKEETIQDTQEEKLEGGAAKRETKEVQTSELKAEVASQKATKKTKTVLAKVTLLDGTEYSCDLEKRAKGQVLFDRVCEHLNLLEKDYFGLLFQDHPEQKNWLDPAKEIKRQLKNLPWLFTFNVKFYPPDPSQLTED.... Result: 0 (no interaction). (8) The miRNA is hsa-miR-518e-3p with sequence AAAGCGCUUCCCUUCAGAGUG. The protein sequence of the target gene is MALQSQASEEAKGPWQEADQEQQEPVGSPEPESEPEPEPEPEPVPVPPPEPQPEPQPLPDPAPLPELEFESERVHEPEPTPTVETRGTARGFQPPEGGFGWVVVFAATWCNGSIFGIHNSVGILYSMLLEEEKEKNRQVEFQAAWVGALAMGMIFFCSPIVSIFTDRLGCRITATAGAAVAFIGLHTSSFTSSLSLRYFTYGILFGCGCSFAFQPSLVILGHYFQRRLGLANGVVSAGSSIFSMSFPFLIRMLGDKIKLAQTFQVLSTFMFVLMLLSLTYRPLLPSSQDTPSKRGVRTLH.... Result: 0 (no interaction).